The task is: Predict the product of the given reaction.. This data is from Forward reaction prediction with 1.9M reactions from USPTO patents (1976-2016). Given the reactants [H-].[Al+3].[Li+].[H-].[H-].[H-].[CH:7]1[C:16]2[C:11](=[CH:12][CH:13]=[CH:14][CH:15]=2)[CH:10]=[CH:9][C:8]=1[C:17]#[N:18].[OH-].[Na+], predict the reaction product. The product is: [NH2:18][CH2:17][C:8]1[CH:9]=[CH:10][C:11]2[C:16](=[CH:15][CH:14]=[CH:13][CH:12]=2)[CH:7]=1.